The task is: Predict the product of the given reaction.. This data is from Forward reaction prediction with 1.9M reactions from USPTO patents (1976-2016). (1) Given the reactants [Cl:1][C:2]1[CH:7]=[CH:6][C:5]([Cl:8])=[CH:4][C:3]=1[C:9]1[O:13][N:12]=[CH:11][C:10]=1[CH2:14][CH2:15][C:16](OC)=[O:17].[H-].C([Al+]CC(C)C)C(C)C.Cl, predict the reaction product. The product is: [Cl:1][C:2]1[CH:7]=[CH:6][C:5]([Cl:8])=[CH:4][C:3]=1[C:9]1[O:13][N:12]=[CH:11][C:10]=1[CH2:14][CH2:15][CH2:16][OH:17]. (2) Given the reactants [Cl:1][C:2]1[CH:7]=[CH:6][CH:5]=[C:4]([Cl:8])[C:3]=1[NH:9][C:10]1[NH:11][C:12]2[C:18]3[CH2:19][C:20]([CH3:23])([CH3:22])[O:21][C:17]=3[C:16]([C:24](O)=[O:25])=[CH:15][C:13]=2[N:14]=1.S(Cl)(Cl)=O.[CH:31]1([C:34]2[CH:35]=[CH:36][C:37]([F:41])=[C:38]([CH:40]=2)[NH2:39])[CH2:33][CH2:32]1.CCN(C(C)C)C(C)C, predict the reaction product. The product is: [CH:31]1([C:34]2[CH:35]=[CH:36][C:37]([F:41])=[C:38]([NH:39][C:24]([C:16]3[C:17]4[O:21][C:20]([CH3:23])([CH3:22])[CH2:19][C:18]=4[C:12]4[NH:11][C:10]([NH:9][C:3]5[C:2]([Cl:1])=[CH:7][CH:6]=[CH:5][C:4]=5[Cl:8])=[N:14][C:13]=4[CH:15]=3)=[O:25])[CH:40]=2)[CH2:33][CH2:32]1. (3) Given the reactants C[O:2][C:3](=[O:30])[CH2:4][O:5][C:6]1[CH:11]=[CH:10][C:9]2[C:12]3([CH2:28][O:29][C:8]=2[CH:7]=1)[C:20]1[C:15](=[CH:16][CH:17]=[CH:18][CH:19]=1)[N:14]([CH2:21][C@H:22]1[CH2:26][CH2:25][CH2:24][O:23]1)[C:13]3=[O:27].[OH-].[Li+].Cl, predict the reaction product. The product is: [O:27]=[C:13]1[C:12]2([C:9]3[CH:10]=[CH:11][C:6]([O:5][CH2:4][C:3]([OH:30])=[O:2])=[CH:7][C:8]=3[O:29][CH2:28]2)[C:20]2[C:15](=[CH:16][CH:17]=[CH:18][CH:19]=2)[N:14]1[CH2:21][C@H:22]1[CH2:26][CH2:25][CH2:24][O:23]1. (4) Given the reactants [C:1]([O:4][C:5]1[CH:14]=[C:13](C(Br)Br)[C:12]([Br:18])=[CH:11][C:6]=1C(OC)=O)(=O)[CH3:2].[C:19](=[O:22])([O-])[O-:20].[Ca+2].[C:24](=[O:27])([O-])[O-].[K+].[K+].[CH2:30](Br)[C:31]1[CH:36]=[CH:35][CH:34]=[CH:33][CH:32]=1, predict the reaction product. The product is: [Br:18][C:12]1[C:13]([CH:24]=[O:27])=[CH:14][C:5]([O:4][CH2:1][C:2]2[CH:13]=[CH:14][CH:5]=[CH:6][CH:11]=2)=[C:6]([CH:11]=1)[C:19]([O:20][CH2:30][C:31]1[CH:36]=[CH:35][CH:34]=[CH:33][CH:32]=1)=[O:22]. (5) Given the reactants [CH3:1][O:2][C:3]1[CH:14]=[CH:13][C:6]2[NH:7][C:8](=O)[O:9][C:10](=[O:11])[C:5]=2[CH:4]=1.[NH:15]([CH2:17]C(O)=O)[CH3:16].O, predict the reaction product. The product is: [CH3:1][O:2][C:3]1[CH:14]=[CH:13][C:6]2[NH:7][C:8](=[O:9])[CH2:16][N:15]([CH3:17])[C:10](=[O:11])[C:5]=2[CH:4]=1. (6) Given the reactants [NH2:1][CH2:2][CH2:3][O:4][C:5]1[C:6]([C:16]([O:18]C)=O)=[C:7]([CH3:15])[C:8]([O:11][CH:12]([CH3:14])[CH3:13])=[N:9][CH:10]=1.CC[O-].[Na+], predict the reaction product. The product is: [CH3:15][C:7]1[C:6]2[C:16](=[O:18])[NH:1][CH2:2][CH2:3][O:4][C:5]=2[CH:10]=[N:9][C:8]=1[O:11][CH:12]([CH3:14])[CH3:13].